Predict the product of the given reaction. From a dataset of Forward reaction prediction with 1.9M reactions from USPTO patents (1976-2016). (1) Given the reactants [CH3:1][C:2]1([C:17]2[CH:18]=[C:19]([NH2:23])[CH:20]=[CH:21][CH:22]=2)[CH:7]2[CH:3]1[CH2:4][N:5]([CH2:8][CH2:9][CH2:10][C:11]1[CH:16]=[CH:15][CH:14]=[CH:13][CH:12]=1)[CH2:6]2.[CH3:24][N:25]([CH3:30])[S:26](Cl)(=[O:28])=[O:27].[OH2:31].ClCCl, predict the reaction product. The product is: [C:21]([OH:27])(=[O:31])[CH3:22].[CH3:24][N:25]([CH3:30])[S:26]([NH:23][C:19]1[CH:20]=[CH:21][CH:22]=[C:17]([C:2]2([CH3:1])[CH:3]3[CH:7]2[CH2:6][N:5]([CH2:8][CH2:9][CH2:10][C:11]2[CH:16]=[CH:15][CH:14]=[CH:13][CH:12]=2)[CH2:4]3)[CH:18]=1)(=[O:28])=[O:27]. (2) Given the reactants [Br:1][C:2]1[CH:7]=[CH:6][C:5]([NH:8]N)=[CH:4][CH:3]=1.FC(F)(F)C(O)=O.[CH:17](=O)[CH:18]([CH3:20])[CH3:19].[BH4-].[Na+].N, predict the reaction product. The product is: [Br:1][C:2]1[CH:7]=[C:6]2[C:5](=[CH:4][CH:3]=1)[NH:8][CH2:17][C:18]2([CH3:20])[CH3:19]. (3) Given the reactants ICC.[CH:4]([O:7][C:8]1[CH:13]=[CH:12][CH:11]=[C:10]([NH2:14])[C:9]=1[NH2:15])(C)[CH3:5], predict the reaction product. The product is: [CH2:4]([O:7][C:8]1[CH:13]=[CH:12][CH:11]=[C:10]([NH2:14])[C:9]=1[NH2:15])[CH3:5]. (4) Given the reactants [C:1]1([S:7]([NH2:10])(=[O:9])=[O:8])[CH:6]=[CH:5][CH:4]=[CH:3][CH:2]=1.[C:11]([C:15]1[N:20]=[C:19]([C:21]2[CH:26]=[CH:25][C:24]([CH3:27])=[CH:23][CH:22]=2)[C:18]([C:28](O)=[O:29])=[CH:17][CH:16]=1)([CH3:14])([CH3:13])[CH3:12].CN(C(ON1N=NC2C=CC=NC1=2)=[N+](C)C)C.F[P-](F)(F)(F)(F)F.C(=O)([O-])[O-].[K+].[K+], predict the reaction product. The product is: [C:1]1([S:7]([NH:10][C:28]([C:18]2[C:19]([C:21]3[CH:26]=[CH:25][C:24]([CH3:27])=[CH:23][CH:22]=3)=[N:20][C:15]([C:11]([CH3:14])([CH3:13])[CH3:12])=[CH:16][CH:17]=2)=[O:29])(=[O:9])=[O:8])[CH:6]=[CH:5][CH:4]=[CH:3][CH:2]=1. (5) Given the reactants [CH3:1][O:2][C:3](=[O:24])[CH2:4][O:5][C:6]1[CH:11]=[CH:10][CH:9]=[CH:8][C:7]=1[N:12]([C:14](=[O:23])[C:15]1[CH:20]=[CH:19][C:18]([Cl:21])=[C:17](Br)[CH:16]=1)[CH3:13].[B:25]1([B:25]2[O:29][C:28]([CH3:31])([CH3:30])[C:27]([CH3:33])([CH3:32])[O:26]2)[O:29][C:28]([CH3:31])([CH3:30])[C:27]([CH3:33])([CH3:32])[O:26]1.C([O-])(=O)C.[K+], predict the reaction product. The product is: [CH3:1][O:2][C:3](=[O:24])[CH2:4][O:5][C:6]1[CH:11]=[CH:10][CH:9]=[CH:8][C:7]=1[N:12]([C:14](=[O:23])[C:15]1[CH:20]=[CH:19][C:18]([Cl:21])=[C:17]([B:25]2[O:29][C:28]([CH3:31])([CH3:30])[C:27]([CH3:33])([CH3:32])[O:26]2)[CH:16]=1)[CH3:13]. (6) Given the reactants [C:1]1(B(O)O)[C:10]2[C:5](=[CH:6][CH:7]=[CH:8][CH:9]=2)[CH:4]=[CH:3][CH:2]=1.[Cl:14][C:15]1[C:16](Br)=[C:17]([CH:23]=[CH:24][C:25]=1[C:26]([O:28][CH2:29][CH3:30])=[O:27])[C:18]([O:20][CH2:21][CH3:22])=[O:19].O.P([O-])([O-])([O-])=O.[K+].[K+].[K+].N#N, predict the reaction product. The product is: [Cl:14][C:15]1[CH:16]=[C:17]([C:18]([O:20][CH2:21][CH3:22])=[O:19])[C:23]([C:1]2[C:10]3[C:5](=[CH:6][CH:7]=[CH:8][CH:9]=3)[CH:4]=[CH:3][CH:2]=2)=[CH:24][C:25]=1[C:26]([O:28][CH2:29][CH3:30])=[O:27]. (7) Given the reactants [CH2:1](Br)[C:2]1[CH:7]=[CH:6][CH:5]=[CH:4][CH:3]=1.[Br:9][C:10]1[CH:15]=[CH:14][C:13]([OH:16])=[C:12]([F:17])[CH:11]=1.C(=O)([O-])[O-].[K+].[K+], predict the reaction product. The product is: [CH2:1]([O:16][C:13]1[CH:14]=[CH:15][C:10]([Br:9])=[CH:11][C:12]=1[F:17])[C:2]1[CH:7]=[CH:6][CH:5]=[CH:4][CH:3]=1.